Dataset: Reaction yield outcomes from USPTO patents with 853,638 reactions. Task: Predict the reaction yield, written as a fraction of the theoretical maximum amount of product (1.0 means a 100% yield; for example, 0.34 means a 34% yield). The catalyst is C1COCC1.Cl. The yield is 0.960. The product is [C:1]1([C:13]2[CH:18]=[CH:17][CH:16]=[CH:15][CH:14]=2)[CH:6]=[CH:5][CH:4]=[CH:3][C:2]=1[CH:7]([OH:12])[C:8]([F:10])([F:11])[F:9]. The reactants are [C:1]1([C:13]2[CH:18]=[CH:17][CH:16]=[CH:15][CH:14]=2)[CH:6]=[CH:5][CH:4]=[CH:3][C:2]=1[C:7](=[O:12])[C:8]([F:11])([F:10])[F:9].O1CCCC1.B.